Dataset: Forward reaction prediction with 1.9M reactions from USPTO patents (1976-2016). Task: Predict the product of the given reaction. (1) Given the reactants Br[C:2]1[C:15]2[C:16]3=[C:17]4[C:12](=[CH:13][CH:14]=2)[CH:11]=[CH:10][C:9]([C:18]2[CH:23]=[CH:22][C:21]([CH3:24])=[CH:20][CH:19]=2)=[C:8]4[CH:7]=[CH:6][C:5]3=[CH:4][CH:3]=1.[Cl:25][C:26]1[CH:27]=[C:28](B(O)O)[CH:29]=[C:30]([Cl:32])[CH:31]=1.P([O-])([O-])([O-])=O.[K+].[K+].[K+].CN(C)C=O, predict the reaction product. The product is: [Cl:25][C:26]1[CH:27]=[C:28]([C:2]2[C:15]3[C:16]4=[C:17]5[C:12](=[CH:13][CH:14]=3)[CH:11]=[CH:10][C:9]([C:18]3[CH:19]=[CH:20][C:21]([CH3:24])=[CH:22][CH:23]=3)=[C:8]5[CH:7]=[CH:6][C:5]4=[CH:4][CH:3]=2)[CH:29]=[C:30]([Cl:32])[CH:31]=1. (2) Given the reactants [C:1]([O:5][C:6]([N:8]1[CH2:13][CH:12]=[C:11]([C:14]2[NH:23][C:17]3[N:18]=[CH:19][N:20]=[C:21](Cl)[C:16]=3[CH:15]=2)[CH2:10][CH2:9]1)=[O:7])([CH3:4])([CH3:3])[CH3:2].[NH2:24][C:25]1[CH:26]=[CH:27][C:28](=[O:37])[N:29]([C:31]2[CH:36]=[CH:35][CH:34]=[CH:33][CH:32]=2)[CH:30]=1, predict the reaction product. The product is: [C:1]([O:5][C:6]([N:8]1[CH2:13][CH:12]=[C:11]([C:14]2[NH:23][C:17]3[N:18]=[CH:19][N:20]=[C:21]([NH:24][C:25]4[CH:26]=[CH:27][C:28](=[O:37])[N:29]([C:31]5[CH:36]=[CH:35][CH:34]=[CH:33][CH:32]=5)[CH:30]=4)[C:16]=3[CH:15]=2)[CH2:10][CH2:9]1)=[O:7])([CH3:4])([CH3:3])[CH3:2]. (3) Given the reactants Cl[C:2]1[C:7]2[CH:8]=[N:9][NH:10][C:6]=2[CH:5]=[CH:4][N:3]=1.P(Cl)(Cl)([Cl:13])=O, predict the reaction product. The product is: [Cl:13][C:4]1[N:3]=[CH:2][C:7]2[CH:8]=[N:9][NH:10][C:6]=2[CH:5]=1. (4) Given the reactants [CH2:1]([N:4]1[CH2:9][CH2:8][O:7][C:6]2[CH:10]=[CH:11][C:12]([C:15]3[N:20]4[N:21]=[C:22]([C:24]5[CH:29]=[CH:28][CH:27]=[C:26](Br)[CH:25]=5)[CH:23]=[C:19]4[N:18]=[C:17]([CH3:31])[C:16]=3[C@H:32]([O:37][C:38]([CH3:41])([CH3:40])[CH3:39])[C:33]([O:35][CH3:36])=[O:34])=[C:13]([Cl:14])[C:5]1=2)[CH:2]=[CH2:3].CC1(C)C(C)(C)OB([C:50]2[CH:51]=[C:52]([OH:56])[CH:53]=[CH:54][CH:55]=2)O1.C([O-])([O-])=O.[Na+].[Na+].O, predict the reaction product. The product is: [CH2:1]([N:4]1[CH2:9][CH2:8][O:7][C:6]2[CH:10]=[CH:11][C:12]([C:15]3[N:20]4[N:21]=[C:22]([C:24]5[CH:25]=[C:26]([C:50]6[CH:55]=[CH:54][CH:53]=[C:52]([OH:56])[CH:51]=6)[CH:27]=[CH:28][CH:29]=5)[CH:23]=[C:19]4[N:18]=[C:17]([CH3:31])[C:16]=3[C@H:32]([O:37][C:38]([CH3:41])([CH3:40])[CH3:39])[C:33]([O:35][CH3:36])=[O:34])=[C:13]([Cl:14])[C:5]1=2)[CH:2]=[CH2:3].